Dataset: Catalyst prediction with 721,799 reactions and 888 catalyst types from USPTO. Task: Predict which catalyst facilitates the given reaction. Reactant: CCN(C(C)C)C(C)C.FC(F)(F)S([O:15][Si:16]([CH3:19])([CH3:18])[CH3:17])(=O)=O.O1CCC(C=O)CC1. Product: [CH3:17][Si:16]([O:15][Si:16]([CH3:19])([CH3:18])[CH3:17])([CH3:19])[CH3:18]. The catalyst class is: 2.